This data is from Catalyst prediction with 721,799 reactions and 888 catalyst types from USPTO. The task is: Predict which catalyst facilitates the given reaction. (1) Reactant: [NH2:1][C:2]1[N:3]=[CH:4][C:5]2[C:10]([CH:11]=1)=[CH:9][CH:8]=[CH:7][C:6]=2[C:12]([O:14][CH3:15])=[O:13].[C:16](O[C:16]([O:18][C:19]([CH3:22])([CH3:21])[CH3:20])=[O:17])([O:18][C:19]([CH3:22])([CH3:21])[CH3:20])=[O:17]. Product: [C:19]([O:18][C:16]([NH:1][C:2]1[N:3]=[CH:4][C:5]2[C:10]([CH:11]=1)=[CH:9][CH:8]=[CH:7][C:6]=2[C:12]([O:14][CH3:15])=[O:13])=[O:17])([CH3:22])([CH3:21])[CH3:20]. The catalyst class is: 79. (2) Reactant: [CH3:1][C:2]1[CH:6]=[CH:5][O:4][C:3]=1[C:7]([OH:9])=[O:8].[Li]CCCC.CN([CH:18]=[O:19])C. Product: [CH:18]([C:5]1[O:4][C:3]([C:7]([OH:9])=[O:8])=[C:2]([CH3:1])[CH:6]=1)=[O:19]. The catalyst class is: 1. (3) Reactant: C[Al](C)C.[Cl:5][C:6]1[CH:13]=[CH:12][C:9]([CH2:10][NH2:11])=[CH:8][CH:7]=1.[OH:14][C:15]1[C:24]2[C:19](=[CH:20][CH:21]=[C:22]([C:25]#[C:26][CH2:27][OH:28])[N:23]=2)[N:18]=[CH:17][C:16]=1[C:29](OCC)=[O:30]. Product: [Cl:5][C:6]1[CH:13]=[CH:12][C:9]([CH2:10][NH:11][C:29]([C:16]2[CH:17]=[N:18][C:19]3[C:24]([C:15]=2[OH:14])=[N:23][C:22]([C:25]#[C:26][CH2:27][OH:28])=[CH:21][CH:20]=3)=[O:30])=[CH:8][CH:7]=1. The catalyst class is: 2. (4) Reactant: S(Cl)([Cl:3])=O.[Br:5][C:6]1[CH:11]=[C:10]([F:12])[CH:9]=[CH:8][C:7]=1[CH2:13][C:14]([OH:16])=O. Product: [Br:5][C:6]1[CH:11]=[C:10]([F:12])[CH:9]=[CH:8][C:7]=1[CH2:13][C:14]([Cl:3])=[O:16]. The catalyst class is: 2.